From a dataset of Peptide-MHC class II binding affinity with 134,281 pairs from IEDB. Regression. Given a peptide amino acid sequence and an MHC pseudo amino acid sequence, predict their binding affinity value. This is MHC class II binding data. The peptide sequence is MHVSFVMAYPEMLAA. The MHC is DRB1_1201 with pseudo-sequence DRB1_1201. The binding affinity (normalized) is 0.321.